This data is from Full USPTO retrosynthesis dataset with 1.9M reactions from patents (1976-2016). The task is: Predict the reactants needed to synthesize the given product. (1) Given the product [CH3:1][O:2][C:3]([C:4]1([CH3:20])[CH2:8][CH2:7][CH2:6][N:5]1[C:9]([O:11][CH2:12][C:13]1[CH:18]=[CH:17][CH:16]=[CH:15][CH:14]=1)=[O:10])=[O:19], predict the reactants needed to synthesize it. The reactants are: [CH3:1][O:2][C:3](=[O:19])[C@@H:4]1[CH2:8][CH2:7][CH2:6][N:5]1[C:9]([O:11][CH2:12][C:13]1[CH:18]=[CH:17][CH:16]=[CH:15][CH:14]=1)=[O:10].[CH:20]([N-]C(C)C)(C)C.[Li+].CI.Cl. (2) Given the product [F:32][C:23]1([C:24]([O:26][CH2:27][CH3:28])=[O:25])[CH2:22][CH2:21][CH2:20][N:19]2[C:15]([C:5]3[CH:6]=[CH:7][C:8]([C:9]4[O:13][C:12]([CH3:14])=[N:11][CH:10]=4)=[C:3]([O:2][CH3:1])[CH:4]=3)=[N:16][N:17]=[C:18]12, predict the reactants needed to synthesize it. The reactants are: [CH3:1][O:2][C:3]1[CH:4]=[C:5]([C:15]2[N:19]3[CH2:20][CH2:21][CH2:22][CH:23]([C:24]([O:26][CH2:27][CH3:28])=[O:25])[C:18]3=[N:17][N:16]=2)[CH:6]=[CH:7][C:8]=1[C:9]1[O:13][C:12]([CH3:14])=[N:11][CH:10]=1.[H-].[Na+].[B-](F)(F)(F)[F:32].[B-](F)(F)(F)F.C1[N+]2(CCl)CC[N+](F)(CC2)C1.[Cl-].[NH4+]. (3) Given the product [C:1]([C:5]1[N:10]=[CH:9][C:8]([C:11]2[N:12]([C:32]([N:41]3[CH2:42][CH2:43][N:38]([CH2:44][CH2:45][CH2:46][C:47]#[N:48])[CH2:39][CH2:40]3)=[O:33])[C@@:13]([C:25]3[CH:30]=[CH:29][C:28]([Cl:31])=[CH:27][CH:26]=3)([CH3:24])[C@@:14]([C:17]3[CH:18]=[CH:19][C:20]([Cl:23])=[CH:21][CH:22]=3)([CH3:16])[N:15]=2)=[C:7]([O:35][CH2:36][CH3:37])[CH:6]=1)([CH3:3])([CH3:2])[CH3:4], predict the reactants needed to synthesize it. The reactants are: [C:1]([C:5]1[N:10]=[CH:9][C:8]([C:11]2[N:12]([C:32](Cl)=[O:33])[C@@:13]([C:25]3[CH:30]=[CH:29][C:28]([Cl:31])=[CH:27][CH:26]=3)([CH3:24])[C@@:14]([C:17]3[CH:22]=[CH:21][C:20]([Cl:23])=[CH:19][CH:18]=3)([CH3:16])[N:15]=2)=[C:7]([O:35][CH2:36][CH3:37])[CH:6]=1)([CH3:4])([CH3:3])[CH3:2].[N:38]1([CH2:44][CH2:45][CH2:46][C:47]#[N:48])[CH2:43][CH2:42][NH:41][CH2:40][CH2:39]1. (4) Given the product [CH2:20]([NH:5][C:6]1[CH:15]=[CH:14][C:13]2[C:12]([CH3:17])([CH3:16])[CH2:11][CH2:10][C:9]([CH3:18])([CH3:19])[C:8]=2[CH:7]=1)[CH2:21][CH2:22][CH2:23][CH3:24], predict the reactants needed to synthesize it. The reactants are: FC(F)(F)C([N:5]([CH2:20][CH2:21][CH2:22][CH2:23][CH3:24])[C:6]1[CH:15]=[CH:14][C:13]2[C:12]([CH3:17])([CH3:16])[CH2:11][CH2:10][C:9]([CH3:19])([CH3:18])[C:8]=2[CH:7]=1)=O.[OH-].[K+].